Dataset: Full USPTO retrosynthesis dataset with 1.9M reactions from patents (1976-2016). Task: Predict the reactants needed to synthesize the given product. Given the product [F:1][C:2]1[CH:3]=[C:4]([CH:9]=[CH:10][C:11]=1[CH:12]([O:14][C:15]1[CH:20]=[CH:19][CH:18]=[CH:17][CH:16]=1)[CH3:13])[C:5]([OH:7])=[O:6], predict the reactants needed to synthesize it. The reactants are: [F:1][C:2]1[CH:3]=[C:4]([CH:9]=[CH:10][C:11]=1[CH:12]([O:14][C:15]1[CH:20]=[CH:19][CH:18]=[CH:17][CH:16]=1)[CH3:13])[C:5]([O:7]C)=[O:6].[OH-].[Li+].